From a dataset of Catalyst prediction with 721,799 reactions and 888 catalyst types from USPTO. Predict which catalyst facilitates the given reaction. Reactant: [NH2:1][C:2]1[CH:3]=[C:4](C=CC=1C)[C:5]([NH:7][C:8]1C=CC(CN2CCN(CC)CC2)=C(C(F)(F)F)C=1)=O.C([N:33](CC)CC)C.[S:38](Cl)([C:41]1[CH:47]=[CH:46][C:44]([CH3:45])=[CH:43][CH:42]=1)(=[O:40])=[O:39].Cl[CH2:50][Cl:51]. Product: [Cl:51][C:50]1[C:4]2[CH:3]=[CH:2][N:1]([S:38]([C:41]3[CH:47]=[CH:46][C:44]([CH3:45])=[CH:43][CH:42]=3)(=[O:40])=[O:39])[C:5]=2[N:7]=[CH:8][N:33]=1. The catalyst class is: 277.